Dataset: Forward reaction prediction with 1.9M reactions from USPTO patents (1976-2016). Task: Predict the product of the given reaction. (1) Given the reactants [Cu][C:2]#[N:3].[ClH:4].[CH3:5][N:6]1[CH2:10][CH2:9][CH2:8][C:7]1=O, predict the reaction product. The product is: [ClH:4].[C:2]([C:8]1[CH:7]=[C:8]2[C:7](=[CH:10][CH:9]=1)[CH2:5][NH:6][CH2:10][CH2:9]2)#[N:3]. (2) The product is: [CH:20]1([NH:19][C:17]([C@H:12]2[CH2:13][CH2:14][C@@H:15]([CH3:16])[N:10]([C:4]3[CH:3]=[C:2]([C:34]4[CH:42]=[C:41]5[C:37]([CH:38]=[N:39][NH:40]5)=[CH:36][CH:35]=4)[N:7]=[C:6]([NH:8][CH3:9])[N:5]=3)[CH2:11]2)=[O:18])[CH2:25][CH2:24][CH2:23][CH2:22][CH2:21]1. Given the reactants Cl[C:2]1[N:7]=[C:6]([NH:8][CH3:9])[N:5]=[C:4]([N:10]2[C@H:15]([CH3:16])[CH2:14][CH2:13][C@H:12]([C:17]([NH:19][CH:20]3[CH2:25][CH2:24][CH2:23][CH2:22][CH2:21]3)=[O:18])[CH2:11]2)[CH:3]=1.CC1(C)C(C)(C)OB([C:34]2[CH:42]=[C:41]3[C:37]([CH:38]=[N:39][NH:40]3)=[CH:36][CH:35]=2)O1.C1(P(C2CCCCC2)C2CCCCC2)CCCCC1.[O-]P([O-])([O-])=O.[K+].[K+].[K+], predict the reaction product. (3) Given the reactants [CH3:1][O:2][C:3](=[O:26])[C:4]1[CH:9]=[C:8]([C:10]#[C:11][Si](C)(C)C)[C:7]([F:16])=[C:6]([F:17])[C:5]=1[NH:18][C:19]1[CH:24]=[CH:23][CH:22]=[CH:21][C:20]=1[Cl:25].[OH:27]S(O)(=O)=O, predict the reaction product. The product is: [CH3:1][O:2][C:3](=[O:26])[C:4]1[CH:9]=[C:8]([C:10](=[O:27])[CH3:11])[C:7]([F:16])=[C:6]([F:17])[C:5]=1[NH:18][C:19]1[CH:24]=[CH:23][CH:22]=[CH:21][C:20]=1[Cl:25]. (4) Given the reactants Cl[C:2]1[S:30][C:5]2[O:6][C:7]3[CH:28]=[C:27]([CH3:29])[CH:26]=[CH:25][C:8]=3[N:9]=[C:10]([N:11]3[CH2:16][CH2:15][N:14]([CH2:17][C:18]([CH3:24])([CH3:23])[C:19]([O:21][CH3:22])=[O:20])[CH2:13][CH2:12]3)[C:4]=2[CH:3]=1.[CH:31]1(B(O)O)[CH2:33][CH2:32]1.F[B-](F)(F)F.C1(P(C2CCCCC2)C2CCCCC2)CCCCC1.C1(C)C=CC=CC=1, predict the reaction product. The product is: [CH:31]1([C:2]2[S:30][C:5]3[O:6][C:7]4[CH:28]=[C:27]([CH3:29])[CH:26]=[CH:25][C:8]=4[N:9]=[C:10]([N:11]4[CH2:12][CH2:13][N:14]([CH2:17][C:18]([CH3:23])([CH3:24])[C:19]([O:21][CH3:22])=[O:20])[CH2:15][CH2:16]4)[C:4]=3[CH:3]=2)[CH2:33][CH2:32]1. (5) The product is: [CH3:6][CH2:7][CH2:2][CH:3]([CH3:11])[CH3:4].[Cl:1][C:2]1[CH:7]=[CH:6][C:5]([C:26]2[C:27]([Cl:32])=[N:28][CH:29]=[CH:30][CH:31]=2)=[CH:4][C:3]=1[C:11]([NH:13][CH2:14][C:15]12[CH2:24][CH:19]3[CH2:20][CH:21]([CH2:23][CH:17]([CH2:18]3)[CH2:16]1)[CH2:22]2)=[O:12]. Given the reactants [Cl:1][C:2]1[CH:7]=[CH:6][C:5](B(O)O)=[CH:4][C:3]=1[C:11]([NH:13][CH2:14][C:15]12[CH2:24][CH:19]3[CH2:20][CH:21]([CH2:23][CH:17]([CH2:18]3)[CH2:16]1)[CH2:22]2)=[O:12].Br[C:26]1[C:27]([Cl:32])=[N:28][CH:29]=[CH:30][CH:31]=1.C(=O)([O-])[O-].[K+].[K+], predict the reaction product. (6) Given the reactants [CH2:1]([O:8][C:9]1[N:14]=[C:13]2[NH:15][CH:16]=[N:17][C:12]2=[CH:11][CH:10]=1)[C:2]1[CH:7]=[CH:6][CH:5]=[CH:4][CH:3]=1.Br[C:19]1[CH:24]=[CH:23][C:22]([CH3:25])=[CH:21][CH:20]=1.C(=O)([O-])[O-].[K+].[K+].C(OC1N=C2N=CN(C3C=CC(C)=CC=3)C2=CC=1)C1C=CC=CC=1, predict the reaction product. The product is: [CH2:1]([O:8][C:9]1[N:14]=[C:13]2[N:15]([C:19]3[CH:24]=[CH:23][C:22]([CH3:25])=[CH:21][CH:20]=3)[CH:16]=[N:17][C:12]2=[CH:11][CH:10]=1)[C:2]1[CH:3]=[CH:4][CH:5]=[CH:6][CH:7]=1. (7) Given the reactants [CH:1](O)=[O:2].C(OC(=O)C)(=O)C.[CH2:11]([O:18][NH:19][CH2:20][C:21]1([C:29]([OH:31])=[O:30])[CH2:26][C@H:25]([CH3:27])[CH2:24][C@H:23]([CH3:28])[CH2:22]1)[C:12]1[CH:17]=[CH:16][CH:15]=[CH:14][CH:13]=1, predict the reaction product. The product is: [CH2:11]([O:18][N:19]([CH2:20][C:21]1([C:29]([OH:31])=[O:30])[CH2:26][C@H:25]([CH3:27])[CH2:24][C@H:23]([CH3:28])[CH2:22]1)[CH:1]=[O:2])[C:12]1[CH:17]=[CH:16][CH:15]=[CH:14][CH:13]=1.